Task: Predict the product of the given reaction.. Dataset: Forward reaction prediction with 1.9M reactions from USPTO patents (1976-2016) (1) Given the reactants [OH-].[NH4+:2].[CH3:3][N:4]([N:6]=[N:7][C:8]1[CH:12]=[CH:11][S:10][C:9]=1[C:13]([O:15]C)=O)[CH3:5].O, predict the reaction product. The product is: [CH3:3][N:4]([N:6]=[N:7][C:8]1[CH:12]=[CH:11][S:10][C:9]=1[C:13]([NH2:2])=[O:15])[CH3:5]. (2) Given the reactants O1[C:10]2[CH:9]=[C:8]([CH2:11]N(C3CCN(CCN4C5[C:8](=[C:9](F)[CH:10]=[C:5](OC)C=5)[CH:11]=CC4=O)CC3)C(=O)OC(C)(C)C)N=C[C:5]=2OCC1.[O:42]1[C:51]2[CH:50]=[C:49]([CH2:52][N:53]([CH:61]3[CH2:66][CH2:65][N:64]([CH2:67][CH2:68][N:69]4[C:78]5[C:73](=[C:74]([O:80][CH3:81])[CH:75]=[C:76]([F:79])[CH:77]=5)[CH:72]=[CH:71][C:70]4=[O:82])[CH2:63][CH2:62]3)C(=O)OC(C)(C)C)[N:48]=[CH:47][C:46]=2[O:45][CH2:44][CH2:43]1.Cl.[O:84]1[CH2:89][CH2:88]OCC1, predict the reaction product. The product is: [C:89]([OH:84])(=[O:42])[C:88]1[CH:5]=[CH:10][CH:9]=[CH:8][CH:11]=1.[O:42]1[C:51]2[CH:50]=[C:49]([CH2:52][NH:53][CH:61]3[CH2:62][CH2:63][N:64]([CH2:67][CH2:68][N:69]4[C:78]5[C:73](=[C:74]([O:80][CH3:81])[CH:75]=[C:76]([F:79])[CH:77]=5)[CH:72]=[CH:71][C:70]4=[O:82])[CH2:65][CH2:66]3)[N:48]=[CH:47][C:46]=2[O:45][CH2:44][CH2:43]1.